From a dataset of Reaction yield outcomes from USPTO patents with 853,638 reactions. Predict the reaction yield, written as a fraction of the theoretical maximum amount of product (1.0 means a 100% yield; for example, 0.34 means a 34% yield). (1) The reactants are C(Cl)(=O)C(Cl)=O.[F:7][C:8]1[CH:19]=[CH:18][CH:17]=[CH:16][C:9]=1[O:10][CH2:11][CH2:12][C:13]([OH:15])=O.[Cl-].[Al+3].[Cl-].[Cl-]. The catalyst is CN(C=O)C.C(Cl)Cl. The product is [F:7][C:8]1[CH:19]=[CH:18][CH:17]=[C:16]2[C:9]=1[O:10][CH2:11][CH2:12][C:13]2=[O:15]. The yield is 0.980. (2) The reactants are FC(F)(F)C(O)=O.[Cl:8][C:9]1[CH:14]=[CH:13][C:12]([CH:15]([NH:41][C:42]([C:44]2([NH:59]C(=O)OC(C)(C)C)[CH2:49][CH2:48][N:47]([C:50]3[C:51]4[CH:58]=[CH:57][NH:56][C:52]=4[N:53]=[CH:54][N:55]=3)[CH2:46][CH2:45]2)=[O:43])[CH2:16][C:17]2[N:18](C(C3C=CC=CC=3)(C3C=CC=CC=3)C3C=CC=CC=3)[CH:19]=[CH:20][N:21]=2)=[CH:11][CH:10]=1. The catalyst is O.CO. The product is [NH2:59][C:44]1([C:42]([NH:41][CH:15]([C:12]2[CH:11]=[CH:10][C:9]([Cl:8])=[CH:14][CH:13]=2)[CH2:16][C:17]2[NH:21][CH:20]=[CH:19][N:18]=2)=[O:43])[CH2:49][CH2:48][N:47]([C:50]2[C:51]3[CH:58]=[CH:57][NH:56][C:52]=3[N:53]=[CH:54][N:55]=2)[CH2:46][CH2:45]1. The yield is 0.728. (3) The reactants are [O:1]=[C:2]1[C:11]2[C:6](=[CH:7][CH:8]=[CH:9][CH:10]=2)[N:5]=[C:4]([CH2:12][CH2:13][CH2:14][C:15]([OH:17])=O)[NH:3]1.FC(F)(F)C(O)=O.[F:25][C:26]1[CH:27]=[C:28]([C:32]2[O:33][C:34]([CH:37]3[CH2:42][CH2:41][NH:40][CH2:39][CH2:38]3)=[N:35][N:36]=2)[CH:29]=[CH:30][CH:31]=1. No catalyst specified. The product is [F:25][C:26]1[CH:27]=[C:28]([C:32]2[O:33][C:34]([CH:37]3[CH2:42][CH2:41][N:40]([C:15](=[O:17])[CH2:14][CH2:13][CH2:12][C:4]4[NH:3][C:2](=[O:1])[C:11]5[C:6](=[CH:7][CH:8]=[CH:9][CH:10]=5)[N:5]=4)[CH2:39][CH2:38]3)=[N:35][N:36]=2)[CH:29]=[CH:30][CH:31]=1. The yield is 0.246. (4) The reactants are C([O:8][C:9]1[CH:10]=[C:11]2[C:15](=[CH:16][C:17]=1[C:18]1[CH:19]=[N:20][C:21]([CH3:24])=[CH:22][CH:23]=1)[N:14]([CH:25]1[CH2:30][CH2:29][CH2:28][CH2:27][O:26]1)[N:13]=[CH:12]2)C1C=CC=CC=1. The catalyst is CCO.CCOC(C)=O.[Pd]. The product is [CH3:24][C:21]1[N:20]=[CH:19][C:18]([C:17]2[CH:16]=[C:15]3[C:11]([CH:12]=[N:13][N:14]3[CH:25]3[CH2:30][CH2:29][CH2:28][CH2:27][O:26]3)=[CH:10][C:9]=2[OH:8])=[CH:23][CH:22]=1. The yield is 0.880.